From a dataset of Drug-target binding data from BindingDB patent sources. Regression. Given a target protein amino acid sequence and a drug SMILES string, predict the binding affinity score between them. We predict pAffinity (pAffinity = -log10(affinity in M)). Dataset: bindingdb_patent. (1) The drug is Cc1c(CC(O)=O)cc2ccc(F)cc2c1-c1ccc(cc1)S(=O)(=O)c1c(F)cccc1F. The target protein (Q9Y5Y4) has sequence MSANATLKPLCPILEQMSRLQSHSNTSIRYIDHAAVLLHGLASLLGLVENGVILFVVGCRMRQTVVTTWVLHLALSDLLASASLPFFTYFLAVGHSWELGTTFCKLHSSIFFLNMFASGFLLSAISLDRCLQVVRPVWAQNHRTVAAAHKVCLVLWALAVLNTVPYFVFRDTISRLDGRIMCYYNVLLLNPGPDRDATCNSRQVALAVSKFLLAFLVPLAIIASSHAAVSLRLQHRGRRRPGRFVRLVAAVVAAFALCWGPYHVFSLLEARAHANPGLRPLVWRGLPFVTSLAFFNSVANPVLYVLTCPDMLRKLRRSLRTVLESVLVDDSELGGAGSSRRRRTSSTARSASPLALCSRPEEPRGPARLLGWLLGSCAASPQTGPLNRALSSTSS. The pAffinity is 8.9. (2) The drug is CCCCC(=O)c1sc2nc(cc(-c3ccccc3)c2c1N)-c1cccs1. The target protein (P15428) has sequence MHVNGKVALVTGAAQGIGRAFAEALLLKGAKVALVDWNLEAGVQCKAALDEQFEPQKTLFIQCDVADQQQLRDTFRKVVDHFGRLDILVNNAGVNNEKNWEKTLQINLVSVISGTYLGLDYMSKQNGGEGGIIINMSSLAGLMPVAQQPVYCASKHGIVGFTRSAALAANLMNSGVRLNAICPGFVNTAILESIEKEENMGQYIEYKDHIKDMIKYYGILDPPLIANGLITLIEDDALNGAIMKITTSKGIHFQDYDTTPFQAKTQ. The pAffinity is 5.1. (3) The small molecule is Cc1cccc(CN2CC[C@H](C2)Nc2cc(F)c(cc2Cl)S(=O)(=O)Nc2nccs2)c1. The target protein (Q9UQD0) has sequence MAARLLAPPGPDSFKPFTPESLANIERRIAESKLKKPPKADGSHREDDEDSKPKPNSDLEAGKSLPFIYGDIPQGLVAVPLEDFDPYYLTQKTFVVLNRGKTLFRFSATPALYILSPFNLIRRIAIKILIHSVFSMIIMCTILTNCVFMTFSNPPDWSKNVEYTFTGIYTFESLVKIIARGFCIDGFTFLRDPWNWLDFSVIMMAYITEFVNLGNVSALRTFRVLRALKTISVIPGLKTIVGALIQSVKKLSDVMILTVFCLSVFALIGLQLFMGNLRNKCVVWPINFNESYLENGTKGFDWEEYINNKTNFYTVPGMLEPLLCGNSSDAGQCPEGYQCMKAGRNPNYGYTSFDTFSWAFLALFRLMTQDYWENLYQLTLRAAGKTYMIFFVLVIFVGSFYLVNLILAVVAMAYEEQNQATLEEAEQKEAEFKAMLEQLKKQQEEAQAAAMATSAGTVSEDAIEEEGEEGGGSPRSSSEISKLSSKSAKERRNRRKKRKQ.... The pAffinity is 7.4. (4) The compound is CCOc1ccc(Oc2ccc(cc2)S(=O)(=O)NC(=O)c2[nH]c3cc(Cl)ccc3c2CCCOc2cc(C)c(Cl)c(C)c2)cc1. The target protein (Q07820) has sequence MFGLKRNAVIGLNLYCGGAGLGAGSGGATRPGGRLLATEKEASARREIGGGEAGAVIGGSAGASPPSTLTPDSRRVARPPPIGAEVPDVTATPARLLFFAPTRRAAPLEEMEAPAADAIMSPEEELDGYEPEPLGKRPAVLPLLELVGESGNNTSTDGSLPSTPPPAEEEEDELYRQSLEIISRYLREQATGAKDTKPMGRSGATSRKALETLRRVGDGVQRNHETAFQGMLRKLDIKNEDDVKSLSRVMIHVFSDGVTNWGRIVTLISFGAFVAKHLKTINQESCIEPLAESITDVLVRTKRDWLVKQRGWDGFVEFFHVEDLEGGIRNVLLAFAGVAGVGAGLAYLIR. The pAffinity is 6.4. (5) The compound is C[C@H]1CN(CCN1)c1ccc(Nc2ncc3c4ccncc4n(CCCO)c3n2)nc1. The target protein (Q00534) has sequence MEKDGLCRADQQYECVAEIGEGAYGKVFKARDLKNGGRFVALKRVRVQTGEEGMPLSTIREVAVLRHLETFEHPNVVRLFDVCTVSRTDRETKLTLVFEHVDQDLTTYLDKVPEPGVPTETIKDMMFQLLRGLDFLHSHRVVHRDLKPQNILVTSSGQIKLADFGLARIYSFQMALTSVVVTLWYRAPEVLLQSSYATPVDLWSVGCIFAEMFRRKPLFRGSSDVDQLGKILDVIGLPGEEDWPRDVALPRQAFHSKSAQPIEKFVTDIDELGKDLLLKCLTFNPAKRISAYSALSHPYFQDLERCKENLDSHLPPSQNTSELNTA. The pAffinity is 6.8.